Dataset: Catalyst prediction with 721,799 reactions and 888 catalyst types from USPTO. Task: Predict which catalyst facilitates the given reaction. (1) Reactant: C[O:2][C:3](=[O:29])[CH2:4][N:5]1[C:13]2[C:8](=[CH:9][C:10]([CH2:14][O:15][Si:16]([CH:23]([CH3:25])[CH3:24])([CH:20]([CH3:22])[CH3:21])[CH:17]([CH3:19])[CH3:18])=[CH:11][CH:12]=2)[C:7]([C:26](=[O:28])[CH3:27])=[CH:6]1.[OH-].[Na+]. Product: [C:26]([C:7]1[C:8]2[C:13](=[CH:12][CH:11]=[C:10]([CH2:14][O:15][Si:16]([CH:23]([CH3:25])[CH3:24])([CH:17]([CH3:18])[CH3:19])[CH:20]([CH3:21])[CH3:22])[CH:9]=2)[N:5]([CH2:4][C:3]([OH:29])=[O:2])[CH:6]=1)(=[O:28])[CH3:27]. The catalyst class is: 20. (2) Reactant: [CH3:1][O:2][C:3](=[O:14])[C:4]1[C:9]([CH3:10])=[CH:8][C:7]([F:11])=[CH:6][C:5]=1[C:12]#[N:13].[Br:15]NC(=O)CCC(N)=O.C(OOC(=O)C1C=CC=CC=1)(=O)C1C=CC=CC=1. Product: [CH3:1][O:2][C:3](=[O:14])[C:4]1[C:5]([C:12]#[N:13])=[CH:6][C:7]([F:11])=[CH:8][C:9]=1[CH2:10][Br:15]. The catalyst class is: 53. (3) Reactant: [CH2:1]([O:3][C:4](=[O:18])[CH:5]([O:15][CH2:16][CH3:17])[CH2:6][C:7]1[CH:12]=[CH:11][C:10]([OH:13])=[C:9]([F:14])[CH:8]=1)[CH3:2].[CH3:19][C:20]1[N:21]=[C:22]([C:27]2[CH:32]=[CH:31][CH:30]=[CH:29][CH:28]=2)[S:23][C:24]=1[CH2:25]O.C1(P(C2C=CC=CC=2)C2C=CC=CC=2)C=CC=CC=1.N(C(OCC)=O)=NC(OCC)=O. Product: [CH2:1]([O:3][C:4](=[O:18])[CH:5]([O:15][CH2:16][CH3:17])[CH2:6][C:7]1[CH:12]=[CH:11][C:10]([O:13][CH2:25][C:24]2[S:23][C:22]([C:27]3[CH:28]=[CH:29][CH:30]=[CH:31][CH:32]=3)=[N:21][C:20]=2[CH3:19])=[C:9]([F:14])[CH:8]=1)[CH3:2]. The catalyst class is: 7.